Dataset: Catalyst prediction with 721,799 reactions and 888 catalyst types from USPTO. Task: Predict which catalyst facilitates the given reaction. (1) Reactant: [F:1][C:2]1[CH:11]=[C:10]([C:12]#[C:13][C:14]([CH3:17])([CH3:16])[CH3:15])[CH:9]=[CH:8][C:3]=1[C:4]([O:6]C)=[O:5].O.[OH-].[Li+]. Product: [CH3:15][C:14]([CH3:17])([CH3:16])[C:13]#[C:12][C:10]1[CH:9]=[CH:8][C:3]([C:4]([OH:6])=[O:5])=[C:2]([F:1])[CH:11]=1. The catalyst class is: 5. (2) Reactant: [F:1][C:2]1[C:7]([CH:8]=[O:9])=[CH:6][CH:5]=[CH:4][C:3]=1[NH:10][S:11]([C:14]1[CH:19]=[CH:18][C:17]([C:20]([F:23])([F:22])[F:21])=[CH:16][CH:15]=1)(=[O:13])=[O:12].[N:24]1[CH:29]=[CH:28][N:27]=[C:26]2[NH:30][CH:31]=[CH:32][C:25]=12.[OH-].[K+].O. Product: [F:1][C:2]1[C:7]([CH:8]([OH:9])[C:32]2[C:25]3[C:26](=[N:27][CH:28]=[CH:29][N:24]=3)[NH:30][CH:31]=2)=[CH:6][CH:5]=[CH:4][C:3]=1[NH:10][S:11]([C:14]1[CH:19]=[CH:18][C:17]([C:20]([F:23])([F:21])[F:22])=[CH:16][CH:15]=1)(=[O:13])=[O:12]. The catalyst class is: 5.